Dataset: Forward reaction prediction with 1.9M reactions from USPTO patents (1976-2016). Task: Predict the product of the given reaction. (1) Given the reactants [OH:1][C:2]1[C:7]2[S:8][C:9]([C:11]([O:13][CH3:14])=[O:12])=[CH:10][C:6]=2[CH:5]=[CH:4][CH:3]=1.I[C:16]1[CH:21]=[CH:20][C:19]([C:22]([F:25])([F:24])[F:23])=[CH:18][CH:17]=1.C(=O)([O-])[O-].[Cs+].[Cs+].Cl.CN(C)CC(O)=O, predict the reaction product. The product is: [F:23][C:22]([F:25])([F:24])[C:19]1[CH:20]=[CH:21][C:16]([O:1][C:2]2[C:7]3[S:8][C:9]([C:11]([O:13][CH3:14])=[O:12])=[CH:10][C:6]=3[CH:5]=[CH:4][CH:3]=2)=[CH:17][CH:18]=1. (2) The product is: [C:36]([CH2:37][CH2:38][NH:39][C:21](=[O:22])[C:20]1[CH:26]=[CH:27][CH:28]=[C:18]([C:17]2[C:11]3[S:10][C:9]([CH2:8][C:7]4[CH:29]=[CH:30][CH:31]=[C:5]([C:4]([F:3])([F:33])[F:32])[CH:6]=4)=[CH:13][C:12]=3[CH:14]=[CH:15][CH:16]=2)[CH:19]=1)#[N:35]. Given the reactants [OH-].[Na+].[F:3][C:4]([F:33])([F:32])[C:5]1[CH:6]=[C:7]([CH:29]=[CH:30][CH:31]=1)[CH2:8][C:9]1[S:10][C:11]2[C:17]([C:18]3[CH:19]=[C:20]([CH:26]=[CH:27][CH:28]=3)[C:21](OCC)=[O:22])=[CH:16][CH:15]=[CH:14][C:12]=2[CH:13]=1.Cl.[NH2:35][CH2:36][CH2:37][C:38]#[N:39].CCN=C=NCCCN(C)C.C1C=CC2N(O)N=NC=2C=1, predict the reaction product. (3) The product is: [CH3:1][O:2][C:3](=[O:14])[C:4]1[CH:9]=[C:8]([O:10][CH2:11][CH3:12])[CH:7]=[C:6]([NH:13][C:26](=[O:27])[CH2:25][CH2:24][CH2:23][Cl:22])[CH:5]=1. Given the reactants [CH3:1][O:2][C:3](=[O:14])[C:4]1[CH:9]=[C:8]([O:10][CH2:11][CH3:12])[CH:7]=[C:6]([NH2:13])[CH:5]=1.CCN(CC)CC.[Cl:22][CH2:23][CH2:24][CH2:25][C:26](Cl)=[O:27], predict the reaction product. (4) Given the reactants [C:1]([C:3]1[CH:8]=[CH:7][C:6]([CH3:9])=[C:5]([O:10]COC)[CH:4]=1)#[CH:2].[Cl:14][C:15]1[CH:22]=[CH:21][C:18]([CH2:19]Br)=[CH:17][CH:16]=1.[N-:23]=[N+:24]=[N-:25].[Na+], predict the reaction product. The product is: [Cl:14][C:15]1[CH:22]=[CH:21][C:18]([CH2:19][N:23]2[CH:2]=[C:1]([C:3]3[CH:8]=[CH:7][C:6]([CH3:9])=[C:5]([OH:10])[CH:4]=3)[N:25]=[N:24]2)=[CH:17][CH:16]=1. (5) Given the reactants I([O-])(=O)(=O)=[O:2].[Na+].[OH:7][CH2:8][CH2:9][C@@H:10]([NH:15][C:16](=[O:22])[O:17][C:18]([CH3:21])([CH3:20])[CH3:19])[CH2:11][CH2:12][S:13][CH3:14], predict the reaction product. The product is: [OH:7][CH2:8][CH2:9][C@@H:10]([NH:15][C:16](=[O:22])[O:17][C:18]([CH3:19])([CH3:21])[CH3:20])[CH2:11][CH2:12][S:13]([CH3:14])=[O:2].